Task: Predict the reaction yield, written as a fraction of the theoretical maximum amount of product (1.0 means a 100% yield; for example, 0.34 means a 34% yield).. Dataset: Reaction yield outcomes from USPTO patents with 853,638 reactions (1) The reactants are [C:1]([O:4][CH2:5][C:6]1[C:11](B2OC(C)(C)C(C)(C)O2)=[CH:10][C:9]([F:21])=[CH:8][C:7]=1[N:22]1[CH2:34][CH2:33][C:32]2[N:31]3[C:26]([CH2:27][CH2:28][CH2:29][CH2:30]3)=[CH:25][C:24]=2[C:23]1=[O:35])(=[O:3])[CH3:2].I[C:37]1[N:45]=[C:44]2[C:40]([N:41]=[CH:42][N:43]2[CH2:46][O:47][CH2:48][CH2:49][Si:50]([CH3:53])([CH3:52])[CH3:51])=[C:39]([NH:54][C:55]2[CH:60]=[CH:59][C:58]([N:61]3[CH2:66][CH2:65][N:64]([CH:67]4[CH2:70][O:69][CH2:68]4)[CH2:63][CH2:62]3)=[CH:57][CH:56]=2)[N:38]=1.[O-]P([O-])([O-])=O.[K+].[K+].[K+].C([O-])(=O)C.[Na+]. The catalyst is C1C=CC(P(C2C=CC=CC=2)[C-]2C=CC=C2)=CC=1.C1C=CC(P(C2C=CC=CC=2)[C-]2C=CC=C2)=CC=1.Cl[Pd]Cl.[Fe+2].O.C(#N)C. The product is [C:1]([O:4][CH2:5][C:6]1[C:7]([N:22]2[CH2:34][CH2:33][C:32]3[N:31]4[C:26]([CH2:27][CH2:28][CH2:29][CH2:30]4)=[CH:25][C:24]=3[C:23]2=[O:35])=[CH:8][C:9]([F:21])=[CH:10][C:11]=1[C:37]1[N:45]=[C:44]2[C:40]([N:41]=[CH:42][N:43]2[CH2:46][O:47][CH2:48][CH2:49][Si:50]([CH3:51])([CH3:52])[CH3:53])=[C:39]([NH:54][C:55]2[CH:56]=[CH:57][C:58]([N:61]3[CH2:66][CH2:65][N:64]([CH:67]4[CH2:68][O:69][CH2:70]4)[CH2:63][CH2:62]3)=[CH:59][CH:60]=2)[N:38]=1)(=[O:3])[CH3:2]. The yield is 0.660. (2) The reactants are [C:1](Cl)(=[O:8])[C:2]1[CH:7]=[CH:6][CH:5]=[CH:4][CH:3]=1.[CH3:10][O:11][C:12]([C:14]1[S:18][C:17]([NH2:19])=[N:16][CH:15]=1)=[O:13].N1C=CC=CC=1. The catalyst is CN(C)C1C=CN=CC=1.CN(C)C=O. The product is [CH3:10][O:11][C:12]([C:14]1[S:18][C:17]([NH:19][C:1](=[O:8])[C:2]2[CH:7]=[CH:6][CH:5]=[CH:4][CH:3]=2)=[N:16][CH:15]=1)=[O:13]. The yield is 0.780.